From a dataset of Peptide-MHC class I binding affinity with 185,985 pairs from IEDB/IMGT. Regression. Given a peptide amino acid sequence and an MHC pseudo amino acid sequence, predict their binding affinity value. This is MHC class I binding data. (1) The binding affinity (normalized) is 0.794. The MHC is HLA-A02:03 with pseudo-sequence HLA-A02:03. The peptide sequence is TLATGPLTTL. (2) The MHC is HLA-A24:02 with pseudo-sequence HLA-A24:02. The peptide sequence is KELYPLTSL. The binding affinity (normalized) is 0.